Dataset: Peptide-MHC class II binding affinity with 134,281 pairs from IEDB. Task: Regression. Given a peptide amino acid sequence and an MHC pseudo amino acid sequence, predict their binding affinity value. This is MHC class II binding data. (1) The peptide sequence is AVWGKNSCAKNYNCK. The MHC is DRB1_1001 with pseudo-sequence DRB1_1001. The binding affinity (normalized) is 0.0302. (2) The MHC is HLA-DQA10102-DQB10501 with pseudo-sequence HLA-DQA10102-DQB10501. The peptide sequence is RNGGEIGAVALDYPS. The binding affinity (normalized) is 0. (3) The peptide sequence is SRGQHQAHSLERVCHCLGK. The MHC is DRB5_0101 with pseudo-sequence DRB5_0101. The binding affinity (normalized) is 0. (4) The peptide sequence is TVWAQSAAFPAFKPE. The MHC is DRB1_0901 with pseudo-sequence DRB1_0901. The binding affinity (normalized) is 0.862. (5) The peptide sequence is ATFEAMYLGTCKTLT. The MHC is HLA-DPA10103-DPB10401 with pseudo-sequence HLA-DPA10103-DPB10401. The binding affinity (normalized) is 0.561.